Dataset: NCI-60 drug combinations with 297,098 pairs across 59 cell lines. Task: Regression. Given two drug SMILES strings and cell line genomic features, predict the synergy score measuring deviation from expected non-interaction effect. (1) Cell line: NCI-H522. Drug 1: C1=NC(=NC(=O)N1C2C(C(C(O2)CO)O)O)N. Synergy scores: CSS=38.7, Synergy_ZIP=-10.3, Synergy_Bliss=0.0606, Synergy_Loewe=-0.0919, Synergy_HSA=0.263. Drug 2: CS(=O)(=O)OCCCCOS(=O)(=O)C. (2) Drug 1: CC1=CC=C(C=C1)C2=CC(=NN2C3=CC=C(C=C3)S(=O)(=O)N)C(F)(F)F. Drug 2: CC1=C(C=C(C=C1)C(=O)NC2=CC(=CC(=C2)C(F)(F)F)N3C=C(N=C3)C)NC4=NC=CC(=N4)C5=CN=CC=C5. Cell line: OVCAR3. Synergy scores: CSS=-3.33, Synergy_ZIP=1.66, Synergy_Bliss=3.68, Synergy_Loewe=-4.98, Synergy_HSA=-3.90. (3) Drug 1: CC12CCC3C(C1CCC2O)C(CC4=C3C=CC(=C4)O)CCCCCCCCCS(=O)CCCC(C(F)(F)F)(F)F. Drug 2: CC1=C2C(C(=O)C3(C(CC4C(C3C(C(C2(C)C)(CC1OC(=O)C(C(C5=CC=CC=C5)NC(=O)OC(C)(C)C)O)O)OC(=O)C6=CC=CC=C6)(CO4)OC(=O)C)O)C)O. Cell line: MOLT-4. Synergy scores: CSS=46.4, Synergy_ZIP=20.9, Synergy_Bliss=24.4, Synergy_Loewe=18.4, Synergy_HSA=19.6. (4) Drug 1: COC1=C(C=C2C(=C1)N=CN=C2NC3=CC(=C(C=C3)F)Cl)OCCCN4CCOCC4. Drug 2: C1=CC(=CC=C1CCC2=CNC3=C2C(=O)NC(=N3)N)C(=O)NC(CCC(=O)O)C(=O)O. Cell line: HS 578T. Synergy scores: CSS=17.2, Synergy_ZIP=-0.445, Synergy_Bliss=5.94, Synergy_Loewe=8.72, Synergy_HSA=9.51. (5) Drug 1: C1=C(C(=O)NC(=O)N1)F. Drug 2: CC1C(C(CC(O1)OC2CC(CC3=C2C(=C4C(=C3O)C(=O)C5=C(C4=O)C(=CC=C5)OC)O)(C(=O)CO)O)N)O.Cl. Cell line: 786-0. Synergy scores: CSS=53.2, Synergy_ZIP=-5.71, Synergy_Bliss=-9.18, Synergy_Loewe=-5.63, Synergy_HSA=-2.66. (6) Drug 1: CCC1=C2CN3C(=CC4=C(C3=O)COC(=O)C4(CC)O)C2=NC5=C1C=C(C=C5)O. Drug 2: CC1=C(C(=O)C2=C(C1=O)N3CC4C(C3(C2COC(=O)N)OC)N4)N. Cell line: PC-3. Synergy scores: CSS=25.5, Synergy_ZIP=-6.69, Synergy_Bliss=-3.97, Synergy_Loewe=0.423, Synergy_HSA=1.40. (7) Cell line: HOP-62. Drug 2: C1=NC2=C(N1)C(=S)N=CN2. Drug 1: CC1=C(C(CCC1)(C)C)C=CC(=CC=CC(=CC(=O)O)C)C. Synergy scores: CSS=31.5, Synergy_ZIP=-1.08, Synergy_Bliss=-3.71, Synergy_Loewe=-24.9, Synergy_HSA=-3.89. (8) Drug 1: CCC(=C(C1=CC=CC=C1)C2=CC=C(C=C2)OCCN(C)C)C3=CC=CC=C3.C(C(=O)O)C(CC(=O)O)(C(=O)O)O. Drug 2: C1=NC2=C(N1)C(=S)N=CN2. Cell line: ACHN. Synergy scores: CSS=15.2, Synergy_ZIP=-7.66, Synergy_Bliss=-1.04, Synergy_Loewe=-20.1, Synergy_HSA=-1.75. (9) Drug 1: CC1=C2C(C(=O)C3(C(CC4C(C3C(C(C2(C)C)(CC1OC(=O)C(C(C5=CC=CC=C5)NC(=O)OC(C)(C)C)O)O)OC(=O)C6=CC=CC=C6)(CO4)OC(=O)C)OC)C)OC. Drug 2: C1CC(=O)NC(=O)C1N2CC3=C(C2=O)C=CC=C3N. Cell line: 786-0. Synergy scores: CSS=43.1, Synergy_ZIP=4.97, Synergy_Bliss=4.38, Synergy_Loewe=-19.6, Synergy_HSA=6.21. (10) Drug 1: C1=CC=C(C(=C1)C(C2=CC=C(C=C2)Cl)C(Cl)Cl)Cl. Drug 2: C(CC(=O)O)C(=O)CN.Cl. Cell line: T-47D. Synergy scores: CSS=1.50, Synergy_ZIP=7.56, Synergy_Bliss=6.08, Synergy_Loewe=2.34, Synergy_HSA=1.63.